From a dataset of Catalyst prediction with 721,799 reactions and 888 catalyst types from USPTO. Predict which catalyst facilitates the given reaction. (1) Reactant: [C:1]([O:8][CH3:9])(=[O:7])[CH2:2][C:3]([O:5][CH3:6])=[O:4].[H-].[Na+].[Br:12][C:13]1[CH:18]=[CH:17][N:16]=[C:15]([CH2:19]Cl)[CH:14]=1.[NH4+].[Cl-]. Product: [CH3:6][O:5][C:3](=[O:4])[CH:2]([CH2:19][C:15]1[CH:14]=[C:13]([Br:12])[CH:18]=[CH:17][N:16]=1)[C:1]([O:8][CH3:9])=[O:7]. The catalyst class is: 76. (2) Reactant: [CH:1]1[C:13]2[CH:12]([CH2:14][O:15][C:16]([NH:18][C@H:19]([C:34]([N:36]3[C@H:40]([C:41](=[O:53])[NH:42][C@H:43]4[C:52]5[C:47](=[CH:48][CH:49]=[CH:50][CH:51]=5)[CH2:46][CH2:45][CH2:44]4)[CH2:39][Si:38]([CH3:55])([CH3:54])[CH2:37]3)=[O:35])[CH2:20][C:21]3[CH:33]=[CH:32][C:24]([C:25]([O:27]C(C)(C)C)=[O:26])=[CH:23][CH:22]=3)=[O:17])[C:11]3[C:6](=[CH:7][CH:8]=[CH:9][CH:10]=3)[C:5]=2[CH:4]=[CH:3][CH:2]=1.C(O)(C(F)(F)F)=O. Product: [CH:10]1[C:11]2[CH:12]([CH2:14][O:15][C:16]([NH:18][C@H:19]([C:34]([N:36]3[C@H:40]([C:41](=[O:53])[NH:42][C@H:43]4[C:52]5[C:47](=[CH:48][CH:49]=[CH:50][CH:51]=5)[CH2:46][CH2:45][CH2:44]4)[CH2:39][Si:38]([CH3:54])([CH3:55])[CH2:37]3)=[O:35])[CH2:20][C:21]3[CH:33]=[CH:32][C:24]([C:25]([OH:27])=[O:26])=[CH:23][CH:22]=3)=[O:17])[C:13]3[C:5](=[CH:4][CH:3]=[CH:2][CH:1]=3)[C:6]=2[CH:7]=[CH:8][CH:9]=1. The catalyst class is: 2. (3) Reactant: Br[C:2]1[C:3]([F:12])=[C:4]([CH:6]=[C:7]([N+:9]([O-:11])=[O:10])[CH:8]=1)[NH2:5].B1([CH:24]2[CH2:26][CH2:25]2)OC(=O)CN(C)CC(=O)O1.P(C1CCCCC1)(C1CCCCC1)C1CCCCC1.C([O-])([O-])=O.[Cs+].[Cs+]. Product: [CH:24]1([C:2]2[C:3]([F:12])=[C:4]([CH:6]=[C:7]([N+:9]([O-:11])=[O:10])[CH:8]=2)[NH2:5])[CH2:26][CH2:25]1. The catalyst class is: 874.